This data is from Catalyst prediction with 721,799 reactions and 888 catalyst types from USPTO. The task is: Predict which catalyst facilitates the given reaction. (1) Reactant: [OH:1][CH2:2][CH2:3][N:4]1[C:8](=[O:9])[C:7]2=[CH:10][CH:11]=[CH:12][CH:13]=[C:6]2[C:5]1=[O:14].C(N(CC)CC)C.S(=O)(=O)=O.N1C=CC=CC=1.C(O)(=O)CC(CC(O)=O)(C(O)=O)O. Product: [O:14]=[C:5]1[C:6]2[C:7](=[CH:10][CH:11]=[CH:12][CH:13]=2)[C:8](=[O:9])[N:4]1[CH2:3][CH:2]=[O:1]. The catalyst class is: 549. (2) Product: [NH2:19][C:14]1[CH:15]=[C:16]([CH3:18])[CH:17]=[C:12]([CH2:11][CH2:10][C:9]2[NH:1][C:2]3=[N:3][CH:4]=[C:5]([C:32]4[CH:33]=[CH:34][C:29]([C:28]([F:39])([F:38])[F:27])=[CH:30][CH:31]=4)[CH:6]=[C:7]3[N:8]=2)[N:13]=1. The catalyst class is: 12. Reactant: [NH2:1][C:2]1[C:7]([NH:8][C:9](=O)[CH2:10][CH2:11][C:12]2[CH:17]=[C:16]([CH3:18])[CH:15]=[C:14]([NH2:19])[N:13]=2)=[CH:6][C:5](I)=[CH:4][N:3]=1.C(=O)(O)[O-].[Na+].[F:27][C:28]([F:39])([F:38])[C:29]1[CH:34]=[CH:33][C:32](B(O)O)=[CH:31][CH:30]=1. (3) Reactant: [NH2:1][C:2]1[C:7]2[N:8]3[C@@H:16]([CH3:17])[CH2:15][N:14]([CH2:18][CH3:19])[C:13](=[O:20])[C:9]3=[C:10]([O:11][CH3:12])[C:6]=2[C:5](=[O:21])[NH:4][N:3]=1.C[Si]([N-][Si](C)(C)C)(C)C.[Li+].C1COCC1.[F:37][C:38]1[CH:45]=[CH:44][C:41]([CH2:42]Br)=[CH:40][C:39]=1[Cl:46]. Product: [NH2:1][C:2]1[C:7]2[N:8]3[C@@H:16]([CH3:17])[CH2:15][N:14]([CH2:18][CH3:19])[C:13](=[O:20])[C:9]3=[C:10]([O:11][CH3:12])[C:6]=2[C:5](=[O:21])[N:4]([CH2:42][C:41]2[CH:44]=[CH:45][C:38]([F:37])=[C:39]([Cl:46])[CH:40]=2)[N:3]=1. The catalyst class is: 3.